Task: Predict the reactants needed to synthesize the given product.. Dataset: Full USPTO retrosynthesis dataset with 1.9M reactions from patents (1976-2016) (1) Given the product [Cl:5][C:6]1[CH:7]=[C:8]([CH:27]=[CH:28][C:29]=1[Cl:30])[C:9]([N:11]1[C:19]2[C:14](=[CH:15][C:16]([OH:20])=[CH:17][CH:18]=2)[C:13]([CH2:22][C:23]([OH:25])=[O:24])=[C:12]1[CH3:26])=[O:10], predict the reactants needed to synthesize it. The reactants are: B(Br)(Br)Br.[Cl:5][C:6]1[CH:7]=[C:8]([CH:27]=[CH:28][C:29]=1[Cl:30])[C:9]([N:11]1[C:19]2[C:14](=[CH:15][C:16]([O:20]C)=[CH:17][CH:18]=2)[C:13]([CH2:22][C:23]([OH:25])=[O:24])=[C:12]1[CH3:26])=[O:10]. (2) The reactants are: [C:1]1([CH3:9])[CH:6]=[CH:5][CH:4]=[CH:3][C:2]=1[Mg]Br.FC(F)(C(F)(F)F)C(F)(F)C(F)(F)S(O[C:18]1[CH2:24][CH2:23][CH2:22][CH2:21][CH2:20][C:19]=1[C:25]([O:27][CH3:28])=[O:26])(=O)=O.C(OCC)(=O)C.Cl. Given the product [CH3:9][C:1]1[CH:6]=[CH:5][C:4]([C:18]2[CH2:24][CH2:23][CH2:22][CH2:21][CH2:20][C:19]=2[C:25]([O:27][CH3:28])=[O:26])=[CH:3][CH:2]=1, predict the reactants needed to synthesize it. (3) Given the product [CH2:6]([O:7][C:25]([C:23]1[CH:24]=[C:14]([CH3:15])[C:20]([C:27](=[O:28])[C:29]2[CH:30]=[CH:31][C:32]([CH2:38][CH3:39])=[CH:33][CH:34]=2)=[C:21]([OH:26])[CH:22]=1)=[O:16])[CH3:5], predict the reactants needed to synthesize it. The reactants are: IN1[C:6](=[O:7])[CH2:5]CC1=O.C(N([CH2:14][CH3:15])CC)C.[OH-:16].[Na+].ClC1[CH:24]=[C:23]([CH3:25])[CH:22]=[C:21]([OH:26])[C:20]=1[C:27]([C:29]1[CH:34]=[CH:33][C:32](OC)=[CH:31][CH:30]=1)=[O:28].O1CC[CH2:39][CH2:38]1. (4) Given the product [CH3:37][C:2](=[CH2:1])[C:3]#[C:4][C@@H:5]([N:16]1[CH2:21][CH2:20][C@@H:19]([CH2:22][C:23]([OH:25])=[O:24])[CH2:18][C@H:17]1[C:27]1[CH:32]=[CH:31][C:30]([C:33]([F:36])([F:34])[F:35])=[CH:29][CH:28]=1)[C:6]1[CH:7]=[N:8][C:9]([C:12]([F:15])([F:13])[F:14])=[CH:10][CH:11]=1, predict the reactants needed to synthesize it. The reactants are: [CH3:1][C:2](=[CH2:37])[C:3]#[C:4][C@@H:5]([N:16]1[CH2:21][CH2:20][C@@H:19]([CH2:22][C:23]([O:25]C)=[O:24])[CH2:18][C@H:17]1[C:27]1[CH:32]=[CH:31][C:30]([C:33]([F:36])([F:35])[F:34])=[CH:29][CH:28]=1)[C:6]1[CH:7]=[N:8][C:9]([C:12]([F:15])([F:14])[F:13])=[CH:10][CH:11]=1.[Li+].[OH-].Cl. (5) Given the product [ClH:22].[CH3:1][N:2]([CH3:23])[C:3]([CH:5]1[CH2:10][CH2:9][N:8]([C:11]2[C:20]3[C:15](=[CH:16][C:17]([F:21])=[CH:18][CH:19]=3)[N:14]=[C:13]([NH:25][C@H:26]3[CH2:30][CH2:29][N:28]([C:31](=[O:44])[CH2:32][C:33]4[CH:34]=[CH:35][C:36]([O:39][C:40]([F:41])([F:42])[F:43])=[CH:37][CH:38]=4)[CH2:27]3)[N:12]=2)[CH2:7][CH2:6]1)=[O:4], predict the reactants needed to synthesize it. The reactants are: [CH3:1][N:2]([CH3:23])[C:3]([CH:5]1[CH2:10][CH2:9][N:8]([C:11]2[C:20]3[C:15](=[CH:16][C:17]([F:21])=[CH:18][CH:19]=3)[N:14]=[C:13]([Cl:22])[N:12]=2)[CH2:7][CH2:6]1)=[O:4].Cl.[NH2:25][C@H:26]1[CH2:30][CH2:29][N:28]([C:31](=[O:44])[CH2:32][C:33]2[CH:38]=[CH:37][C:36]([O:39][C:40]([F:43])([F:42])[F:41])=[CH:35][CH:34]=2)[CH2:27]1.C(N(CC)C(C)C)(C)C.C(O)CCC. (6) Given the product [OH:6][CH:7]([CH3:27])[CH2:8][N:9]1[CH2:14][CH2:13][N:12]2[N:15]=[C:16]([CH2:18][O:19][C:20]3[CH:21]=[CH:22][CH:23]=[CH:24][CH:25]=3)[CH:17]=[C:11]2[C:10]1=[O:26], predict the reactants needed to synthesize it. The reactants are: C([Si](C1C=CC=CC=1)(C1C=CC=CC=1)[O:6][CH:7]([CH3:27])[CH2:8][N:9]1[CH2:14][CH2:13][N:12]2[N:15]=[C:16]([CH2:18][O:19][C:20]3[CH:25]=[CH:24][CH:23]=[CH:22][CH:21]=3)[CH:17]=[C:11]2[C:10]1=[O:26])(C)(C)C.C1COCC1.